This data is from Reaction yield outcomes from USPTO patents with 853,638 reactions. The task is: Predict the reaction yield, written as a fraction of the theoretical maximum amount of product (1.0 means a 100% yield; for example, 0.34 means a 34% yield). The reactants are [Cl:1][C:2]1[N:7]=[C:6](Cl)[C:5]([CH2:9]I)=[CH:4][N:3]=1.[NH2:11][CH2:12][C@@H:13]([C:15]1[CH:20]=[CH:19][CH:18]=[CH:17][CH:16]=1)[OH:14].[H-].[Na+].O. The catalyst is C1COCC1.ClCCl.CO. The product is [Cl:1][C:2]1[N:3]=[CH:4][C:5]2[CH2:9][NH:11][CH2:12][C@@H:13]([C:15]3[CH:20]=[CH:19][CH:18]=[CH:17][CH:16]=3)[O:14][C:6]=2[N:7]=1. The yield is 0.160.